This data is from Peptide-MHC class I binding affinity with 185,985 pairs from IEDB/IMGT. The task is: Regression. Given a peptide amino acid sequence and an MHC pseudo amino acid sequence, predict their binding affinity value. This is MHC class I binding data. (1) The peptide sequence is VIFRLMRTN. The MHC is HLA-A02:01 with pseudo-sequence HLA-A02:01. The binding affinity (normalized) is 0.0146. (2) The peptide sequence is EMKTDAATLAQ. The MHC is HLA-A24:02 with pseudo-sequence HLA-A24:02. The binding affinity (normalized) is 0.255.